Dataset: Full USPTO retrosynthesis dataset with 1.9M reactions from patents (1976-2016). Task: Predict the reactants needed to synthesize the given product. (1) Given the product [CH2:30]([O:29][P:28]1(=[O:32])[CH:22]=[C:23]([CH2:24][CH2:25][CH2:26][CH3:27])[CH:39]=[C:38]([CH2:37][CH2:36][CH2:35][Cl:34])[O:33]1)[CH3:31], predict the reactants needed to synthesize it. The reactants are: CC(P(C(C)(C)C)C1C(C2C=CC=CC=2)=CC=CC=1)(C)C.[C:22]([P:28](=[O:33])([OH:32])[O:29][CH2:30][CH3:31])#[C:23][CH2:24][CH2:25][CH2:26][CH3:27].[Cl:34][CH2:35][CH2:36][CH2:37][C:38]#[CH:39]. (2) Given the product [CH2:12]([O:19][C:20]([N:1]1[CH2:6][CH2:5][CH:4]([C:7]([OH:9])=[O:8])[CH2:3][CH2:2]1)=[O:21])[C:13]1[CH:18]=[CH:17][CH:16]=[CH:15][CH:14]=1, predict the reactants needed to synthesize it. The reactants are: [NH:1]1[CH2:6][CH2:5][CH:4]([C:7]([OH:9])=[O:8])[CH2:3][CH2:2]1.[OH-].[Na+].[CH2:12]([O:19][C:20](Cl)=[O:21])[C:13]1[CH:18]=[CH:17][CH:16]=[CH:15][CH:14]=1.Cl. (3) Given the product [CH3:14][N:13]([CH3:15])[CH2:12][CH2:11][N:7]1[C:8]2[C:4](=[CH:3][C:2]([NH:1][S:29]([C:26]3[CH:25]=[CH:24][C:23]([C:17]4[CH:22]=[CH:21][CH:20]=[CH:19][CH:18]=4)=[CH:28][CH:27]=3)(=[O:31])=[O:30])=[CH:10][CH:9]=2)[CH:5]=[C:6]1[CH3:16], predict the reactants needed to synthesize it. The reactants are: [NH2:1][C:2]1[CH:3]=[C:4]2[C:8](=[CH:9][CH:10]=1)[N:7]([CH2:11][CH2:12][N:13]([CH3:15])[CH3:14])[C:6]([CH3:16])=[CH:5]2.[C:17]1([C:23]2[CH:28]=[CH:27][C:26]([S:29](Cl)(=[O:31])=[O:30])=[CH:25][CH:24]=2)[CH:22]=[CH:21][CH:20]=[CH:19][CH:18]=1. (4) Given the product [CH3:6][O:7][C:8](=[O:20])[CH:9]([O:18][CH3:19])[CH2:10][C:11]1[CH:16]=[CH:15][CH:14]=[C:13]([O:5][CH2:4][CH2:3][CH2:2][Br:1])[CH:12]=1, predict the reactants needed to synthesize it. The reactants are: [Br:1][CH2:2][CH2:3][CH2:4][OH:5].[CH3:6][O:7][C:8](=[O:20])[CH:9]([O:18][CH3:19])[CH2:10][C:11]1[CH:16]=[CH:15][CH:14]=[C:13](O)[CH:12]=1.C(OC(=O)[C@@H](OC)CC1C=CC(OCCCBr)=CC=1)C. (5) Given the product [C:17]1([C:16](=[O:24])[S:23][C:11]2[NH:12][C:8]([C:3]3[CH:4]=[CH:5][CH:6]=[CH:7][C:2]=3[F:1])=[CH:9][C:10]=2[C:13]#[N:14])[CH:22]=[CH:21][CH:20]=[CH:19][CH:18]=1, predict the reactants needed to synthesize it. The reactants are: [F:1][C:2]1[CH:7]=[CH:6][CH:5]=[CH:4][C:3]=1[C:8](=O)[CH2:9][CH:10]([C:13]#[N:14])[C:11]#[N:12].[C:16]([OH:24])(=[S:23])[C:17]1[CH:22]=[CH:21][CH:20]=[CH:19][CH:18]=1.C(N(CC)CC)C.O.